This data is from Reaction yield outcomes from USPTO patents with 853,638 reactions. The task is: Predict the reaction yield, written as a fraction of the theoretical maximum amount of product (1.0 means a 100% yield; for example, 0.34 means a 34% yield). (1) The reactants are Br[C:2]1[CH:8]=[CH:7][C:5]([NH2:6])=[C:4]([CH3:9])[C:3]=1[F:10].[C:11]([Cu])#[N:12].C(OCC)(=O)C. The catalyst is CCCCCC. The product is [NH2:6][C:5]1[CH:7]=[CH:8][C:2]([C:11]#[N:12])=[C:3]([F:10])[C:4]=1[CH3:9]. The yield is 0.670. (2) The reactants are [C:1]([NH:4][NH:5][C:6](=O)[C:7]1[CH:12]=[CH:11][C:10]([O:13][C:14]2[CH:19]=[C:18]([C:20]3[NH:21][C:22]([C:25]4[S:26][CH:27]=[CH:28][N:29]=4)=[CH:23][CH:24]=3)[CH:17]=[C:16]([O:30][C@@H:31]([CH3:35])[CH2:32][O:33][CH3:34])[CH:15]=2)=[C:9]([F:36])[CH:8]=1)(=O)[CH3:2].COC1C=CC(P2(=S)SP(=S)(C3C=CC(OC)=CC=3)[S:47]2)=CC=1.N1C=CC=CC=1. The catalyst is C1(C)C=CC=CC=1.C(#N)C. The product is [F:36][C:9]1[CH:8]=[C:7]([C:6]2[S:47][C:1]([CH3:2])=[N:4][N:5]=2)[CH:12]=[CH:11][C:10]=1[O:13][C:14]1[CH:19]=[C:18]([C:20]2[NH:21][C:22]([C:25]3[S:26][CH:27]=[CH:28][N:29]=3)=[CH:23][CH:24]=2)[CH:17]=[C:16]([O:30][C@@H:31]([CH3:35])[CH2:32][O:33][CH3:34])[CH:15]=1. The yield is 0.700. (3) The reactants are [Cl:1][C:2]1[C:10]2[C:9]([S:11][CH2:12][C:13]([O:15]C)=[O:14])=[N:8][CH:7]=[N:6][C:5]=2[S:4][C:3]=1[CH:17]([CH3:19])[CH3:18].[OH-].[Na+]. The catalyst is C1COCC1. The product is [Cl:1][C:2]1[C:10]2[C:9]([S:11][CH2:12][C:13]([OH:15])=[O:14])=[N:8][CH:7]=[N:6][C:5]=2[S:4][C:3]=1[CH:17]([CH3:19])[CH3:18]. The yield is 0.940.